From a dataset of Forward reaction prediction with 1.9M reactions from USPTO patents (1976-2016). Predict the product of the given reaction. (1) Given the reactants [NH2:1][C:2]1[CH:3]=[C:4]([C:10]([N:12]2[CH2:15][CH:14]([C:16]3[CH:21]=[CH:20][C:19]([C:22]4[CH:23]=[N:24][N:25]([CH3:27])[CH:26]=4)=[CH:18][CH:17]=3)[CH2:13]2)=[O:11])[CH:5]=[CH:6][C:7]=1[O:8][CH3:9].CCN(C(C)C)C(C)C.[Cl:37][C:38]1[CH:46]=[CH:45][C:41]([C:42](Cl)=[O:43])=[CH:40][N:39]=1, predict the reaction product. The product is: [Cl:37][C:38]1[CH:46]=[CH:45][C:41]([C:42]([NH:1][C:2]2[CH:3]=[C:4]([C:10]([N:12]3[CH2:15][CH:14]([C:16]4[CH:21]=[CH:20][C:19]([C:22]5[CH:23]=[N:24][N:25]([CH3:27])[CH:26]=5)=[CH:18][CH:17]=4)[CH2:13]3)=[O:11])[CH:5]=[CH:6][C:7]=2[O:8][CH3:9])=[O:43])=[CH:40][N:39]=1. (2) The product is: [NH2:1][CH2:4][C@@H:5]([NH:13][C:14](=[O:20])[O:15][C:16]([CH3:18])([CH3:17])[CH3:19])[CH2:6][C@H:7]1[CH2:12][CH2:11][CH2:10][O:9][CH2:8]1. Given the reactants [N:1]([CH2:4][C@@H:5]([NH:13][C:14](=[O:20])[O:15][C:16]([CH3:19])([CH3:18])[CH3:17])[CH2:6][C@H:7]1[CH2:12][CH2:11][CH2:10][O:9][CH2:8]1)=[N+]=[N-], predict the reaction product. (3) Given the reactants Br[C:2]1[CH:7]=[C:6]([S:8]([CH3:11])(=[O:10])=[O:9])[CH:5]=[CH:4][C:3]=1[O:12][CH2:13][CH:14]1[CH2:16][CH2:15]1.[CH3:17][N:18]1[CH:27]=[C:26](B2OC(C)(C)C(C)(C)O2)[C:25]2[C:20](=[CH:21][CH:22]=[C:23]([C:37]3[CH:38]=[N:39][N:40]([CH3:42])[CH:41]=3)[CH:24]=2)[C:19]1=[O:43].C([O-])(O)=O.[Na+], predict the reaction product. The product is: [CH:14]1([CH2:13][O:12][C:3]2[CH:4]=[CH:5][C:6]([S:8]([CH3:11])(=[O:10])=[O:9])=[CH:7][C:2]=2[C:26]2[C:25]3[C:20](=[CH:21][CH:22]=[C:23]([C:37]4[CH:38]=[N:39][N:40]([CH3:42])[CH:41]=4)[CH:24]=3)[C:19](=[O:43])[N:18]([CH3:17])[CH:27]=2)[CH2:16][CH2:15]1. (4) Given the reactants [N+:1]([C:4]1[CH:12]=[CH:11][CH:10]=[C:9]2[C:5]=1[C:6](=[O:26])[N:7]([CH:14]1[CH2:19][CH:18]([O:20][C:21](=[O:23])[CH3:22])[C:17](=[O:24])[NH:16][C:15]1=[O:25])[C:8]2=[O:13])([O-:3])=[O:2].C[Si]([N-][Si](C)(C)C)(C)C.[Na+].C1C=CC(S(N(S(C2C=CC=CC=2)(=O)=O)[F:47])(=O)=O)=CC=1, predict the reaction product. The product is: [F:47][C:14]1([N:7]2[C:6](=[O:26])[C:5]3[C:9](=[CH:10][CH:11]=[CH:12][C:4]=3[N+:1]([O-:3])=[O:2])[C:8]2=[O:13])[CH2:19][CH:18]([O:20][C:21](=[O:23])[CH3:22])[C:17](=[O:24])[NH:16][C:15]1=[O:25]. (5) Given the reactants [CH3:1][N:2]([CH3:23])[C:3](=[O:22])[CH2:4][N:5]([CH3:21])[C:6]([C:8]1[S:9][C:10]2[N:11]=[CH:12][N:13]=[C:14](S(C)(=O)=O)[C:15]=2[N:16]=1)=[O:7].[NH:24]1[C:28]2=[CH:29][N:30]=[C:31]([NH2:33])[CH:32]=[C:27]2[CH:26]=[N:25]1, predict the reaction product. The product is: [CH3:1][N:2]([CH3:23])[C:3](=[O:22])[CH2:4][N:5]([CH3:21])[C:6]([C:8]1[S:9][C:10]2[N:11]=[CH:12][N:13]=[C:14]([NH:33][C:31]3[CH:32]=[C:27]4[CH:26]=[N:25][NH:24][C:28]4=[CH:29][N:30]=3)[C:15]=2[N:16]=1)=[O:7].